From a dataset of Full USPTO retrosynthesis dataset with 1.9M reactions from patents (1976-2016). Predict the reactants needed to synthesize the given product. (1) Given the product [Cl:1][C:2]1[C:3]([C:9]2[CH:14]=[CH:13][CH:12]=[C:11]([NH:15][CH2:16][C:17]3([C:23]#[N:24])[CH2:22][CH2:21][O:20][CH2:19][CH2:18]3)[N:10]=2)=[CH:4][C:5]([NH:25][C@@H:26]2[CH2:31][CH2:30][C@@H:29]([N:32]([CH2:40][CH2:41][O:42][CH3:43])[C:33](=[O:39])[O:34][C:35]([CH3:38])([CH3:37])[CH3:36])[C@H:28]([OH:44])[CH2:27]2)=[N:6][CH:7]=1, predict the reactants needed to synthesize it. The reactants are: [Cl:1][C:2]1[C:3]([C:9]2[CH:14]=[CH:13][CH:12]=[C:11]([NH:15][CH2:16][C:17]3([C:23]#[N:24])[CH2:22][CH2:21][O:20][CH2:19][CH2:18]3)[N:10]=2)=[CH:4][C:5](F)=[N:6][CH:7]=1.[NH2:25][C@H:26]1[CH2:31][CH2:30][C@H:29]([N:32]([CH2:40][CH2:41][O:42][CH3:43])[C:33](=[O:39])[O:34][C:35]([CH3:38])([CH3:37])[CH3:36])[CH:28]([OH:44])[CH2:27]1.CC(=O)OCC.O. (2) The reactants are: [C:1]([NH:9][C@@H:10]1[CH2:19][CH2:18][C:13]2([O:17][CH2:16][CH2:15][O:14]2)[CH2:12][C@@H:11]1[C:20]([O:22]CC)=[O:21])(=[O:8])[C:2]1[CH:7]=[CH:6][CH:5]=[CH:4][CH:3]=1.[Li+].[OH-].O. Given the product [C:1]([NH:9][C@@H:10]1[CH2:19][CH2:18][C:13]2([O:17][CH2:16][CH2:15][O:14]2)[CH2:12][C@@H:11]1[C:20]([OH:22])=[O:21])(=[O:8])[C:2]1[CH:7]=[CH:6][CH:5]=[CH:4][CH:3]=1, predict the reactants needed to synthesize it. (3) Given the product [F:5][C:6]([F:14])([F:13])[C:7]1([CH2:10][OH:11])[CH2:9][CH2:8]1, predict the reactants needed to synthesize it. The reactants are: CSC.B.[F:5][C:6]([F:14])([F:13])[C:7]1([C:10](O)=[O:11])[CH2:9][CH2:8]1. (4) Given the product [CH2:1]([N:8]1[CH2:13][CH2:12][CH:11]([C:14]2[CH:15]=[CH:16][C:17]([F:20])=[CH:18][CH:19]=2)[CH:10]([O:21][CH2:23][C:24]2[CH:33]=[C:32]([O:34][CH2:35][O:36][CH2:37][CH2:38][Si:39]([CH3:40])([CH3:42])[CH3:41])[C:31]3[C:26](=[CH:27][CH:28]=[CH:29][CH:30]=3)[CH:25]=2)[CH2:9]1)[C:2]1[CH:3]=[CH:4][CH:5]=[CH:6][CH:7]=1, predict the reactants needed to synthesize it. The reactants are: [CH2:1]([N:8]1[CH2:13][CH2:12][CH:11]([C:14]2[CH:19]=[CH:18][C:17]([F:20])=[CH:16][CH:15]=2)[CH:10]([OH:21])[CH2:9]1)[C:2]1[CH:7]=[CH:6][CH:5]=[CH:4][CH:3]=1.Cl[CH2:23][C:24]1[CH:33]=[C:32]([O:34][CH2:35][O:36][CH2:37][CH2:38][Si:39]([CH3:42])([CH3:41])[CH3:40])[C:31]2[C:26](=[CH:27][CH:28]=[CH:29][CH:30]=2)[CH:25]=1. (5) Given the product [NH2:11][C:9]1[CH:10]=[C:2]([Cl:1])[CH:3]=[C:4]2[C:8]=1[NH:7][C:6]([C:14]([O:16][CH2:17][CH3:18])=[O:15])=[C:5]2[S:19]([N:22]1[CH2:27][CH2:26][O:25][C@H:24]([CH2:28][O:29][C:30]2[CH:35]=[CH:34][CH:33]=[CH:32][CH:31]=2)[CH2:23]1)(=[O:21])=[O:20], predict the reactants needed to synthesize it. The reactants are: [Cl:1][C:2]1[CH:3]=[C:4]2[C:8](=[C:9]([N+:11]([O-])=O)[CH:10]=1)[NH:7][C:6]([C:14]([O:16][CH2:17][CH3:18])=[O:15])=[C:5]2[S:19]([N:22]1[CH2:27][CH2:26][O:25][C@H:24]([CH2:28][O:29][C:30]2[CH:35]=[CH:34][CH:33]=[CH:32][CH:31]=2)[CH2:23]1)(=[O:21])=[O:20].[Cl-].[NH4+].